This data is from Forward reaction prediction with 1.9M reactions from USPTO patents (1976-2016). The task is: Predict the product of the given reaction. (1) Given the reactants [F:1][C:2]1[CH:7]=[CH:6][C:5]([C:8]2[N:9]=[C:10]([C:13]3[CH:14]=[N:15][CH:16]=[CH:17][C:18]=3[CH3:19])[O:11][CH:12]=2)=[CH:4][CH:3]=1.[Li+].[CH3:21][CH:22]([N-]C(C)C)[CH3:23].C(I)CC, predict the reaction product. The product is: [CH2:19]([C:18]1[CH:17]=[CH:16][N:15]=[CH:14][C:13]=1[C:10]1[O:11][CH:12]=[C:8]([C:5]2[CH:4]=[CH:3][C:2]([F:1])=[CH:7][CH:6]=2)[N:9]=1)[CH2:21][CH2:22][CH3:23]. (2) Given the reactants [Br:1][C:2]1[C:6]2[CH2:7][N:8]([C:11]([O:13][C:14]([CH3:17])([CH3:16])[CH3:15])=[O:12])[CH2:9][CH2:10][C:5]=2[NH:4][N:3]=1.C([O-])([O-])=O.[Cs+].[Cs+].Br[CH2:25][CH:26]1[CH2:28][CH2:27]1, predict the reaction product. The product is: [Br:1][C:2]1[C:6]2[CH2:7][N:8]([C:11]([O:13][C:14]([CH3:17])([CH3:16])[CH3:15])=[O:12])[CH2:9][CH2:10][C:5]=2[N:4]([CH2:25][CH:26]2[CH2:28][CH2:27]2)[N:3]=1. (3) Given the reactants [Cl:1][C:2]1[CH:26]=[CH:25][C:5]([CH2:6][N:7]2[C:15]3[C:10](=[CH:11][C:12]([CH:16]=[C:17]4[S:21][C:20](SC)=[N:19][C:18]4=[O:24])=[CH:13][CH:14]=3)[CH:9]=[N:8]2)=[C:4]([C:27]([F:30])([F:29])[F:28])[CH:3]=1.[N:31]1([CH2:37][CH2:38][OH:39])[CH2:36][CH2:35][NH:34][CH2:33][CH2:32]1, predict the reaction product. The product is: [Cl:1][C:2]1[CH:26]=[CH:25][C:5]([CH2:6][N:7]2[C:15]3[C:10](=[CH:11][C:12]([CH:16]=[C:17]4[S:21][C:20]([N:34]5[CH2:35][CH2:36][N:31]([CH2:37][CH2:38][OH:39])[CH2:32][CH2:33]5)=[N:19][C:18]4=[O:24])=[CH:13][CH:14]=3)[CH:9]=[N:8]2)=[C:4]([C:27]([F:28])([F:29])[F:30])[CH:3]=1.